From a dataset of Microsomal clearance measurements from AstraZeneca. Regression/Classification. Given a drug SMILES string, predict its absorption, distribution, metabolism, or excretion properties. Task type varies by dataset: regression for continuous measurements (e.g., permeability, clearance, half-life) or binary classification for categorical outcomes (e.g., BBB penetration, CYP inhibition). For this dataset (clearance_microsome_az), we predict log10(clearance) (log10 of the in vitro intrinsic clearance, CLint, in uL/min per mg of human liver microsomal protein, equivalently mL/min/g; values are censored to the assay range of 3 to 150, which is 0.477 to 2.18 on this log10 scale). (1) The molecule is CN1CCC(Oc2cccc3ncnc(Nc4ccc(OCc5ccccn5)c(Cl)c4)c23)CC1. The log10(clearance) is 1.34. (2) The molecule is COc1ccc2cc([C@H](C)C(=O)O)ccc2c1. The log10(clearance) is 0.480. (3) The drug is O=C(CC12CC3CC(CC(C3)C1)C2)Nc1cccc2c(=O)n(C(CO)CO)ccc12. The log10(clearance) is 1.62. (4) The drug is C[N+]1(C)CCC(OC(=O)C(O)(c2ccccc2)C2CCCC2)C1. The log10(clearance) is 0.480. (5) The drug is COC(=O)[C@H](c1ccccc1Cl)N1CCc2sccc2C1. The log10(clearance) is 2.18.